From a dataset of Catalyst prediction with 721,799 reactions and 888 catalyst types from USPTO. Predict which catalyst facilitates the given reaction. (1) Reactant: [Cl:1][C:2]1[CH:10]=[C:6]([C:7](O)=[O:8])[C:5]([OH:11])=[CH:4][CH:3]=1.S(Cl)(Cl)=O.[CH2:16]([N:18](CC)[CH2:19]C)C.CNC. Product: [Cl:1][C:2]1[CH:3]=[CH:4][C:5]([OH:11])=[C:6]([CH:10]=1)[C:7]([N:18]([CH3:19])[CH3:16])=[O:8]. The catalyst class is: 7. (2) Reactant: [O:1]([C:8]1[CH:16]=[CH:15][CH:14]=[C:13]2[C:9]=1[CH:10]([OH:27])[N:11]([C:18]([CH3:26])([C:20]1[CH:25]=[CH:24][CH:23]=[CH:22][CH:21]=1)[CH3:19])[C:12]2=[O:17])[C:2]1[CH:7]=[CH:6][CH:5]=[CH:4][CH:3]=1.CN(CCN(C)C)C.C([Li])(CC)C.CCCCCC.[I:47]I. Product: [O:1]([C:8]1[CH:16]=[CH:15][C:14]([I:47])=[C:13]2[C:9]=1[CH:10]([OH:27])[N:11]([C:18]([CH3:19])([C:20]1[CH:21]=[CH:22][CH:23]=[CH:24][CH:25]=1)[CH3:26])[C:12]2=[O:17])[C:2]1[CH:3]=[CH:4][CH:5]=[CH:6][CH:7]=1. The catalyst class is: 1.